The task is: Regression. Given two drug SMILES strings and cell line genomic features, predict the synergy score measuring deviation from expected non-interaction effect.. This data is from NCI-60 drug combinations with 297,098 pairs across 59 cell lines. Drug 1: CC1=CC2C(CCC3(C2CCC3(C(=O)C)OC(=O)C)C)C4(C1=CC(=O)CC4)C. Drug 2: CC(C)NC(=O)C1=CC=C(C=C1)CNNC.Cl. Cell line: OVCAR-5. Synergy scores: CSS=-7.18, Synergy_ZIP=1.12, Synergy_Bliss=-5.71, Synergy_Loewe=-11.1, Synergy_HSA=-9.30.